Predict the product of the given reaction. From a dataset of Forward reaction prediction with 1.9M reactions from USPTO patents (1976-2016). Given the reactants [Cl:1][C:2]1[CH:3]=[N:4][C:5]2[N:6]([N:8]=[C:9]([C:11]([OH:13])=O)[CH:10]=2)[CH:7]=1.[F:14][C:15]1[CH:24]=[C:23]2[C:18]([CH2:19][CH2:20][NH:21][N:22]2[CH3:25])=[CH:17][CH:16]=1, predict the reaction product. The product is: [F:14][C:15]1[CH:24]=[C:23]2[C:18]([CH2:19][CH2:20][N:21]([C:11]([C:9]3[CH:10]=[C:5]4[N:4]=[CH:3][C:2]([Cl:1])=[CH:7][N:6]4[N:8]=3)=[O:13])[N:22]2[CH3:25])=[CH:17][CH:16]=1.